From a dataset of Full USPTO retrosynthesis dataset with 1.9M reactions from patents (1976-2016). Predict the reactants needed to synthesize the given product. (1) The reactants are: C(N(CC)CC)C.[C:8](Cl)(=[O:10])[CH3:9].[CH3:12][CH2:13][O:14][C:15]([CH:17]1[CH2:22][N:21]([C:23]([O:25][C:26]([CH3:29])([CH3:28])[CH3:27])=[O:24])[C:20]2[CH:30]=[C:31]([Cl:35])[C:32]([NH2:34])=[CH:33][C:19]=2[O:18]1)=[O:16]. Given the product [CH3:12][CH2:13][O:14][C:15]([CH:17]1[CH2:22][N:21]([C:23]([O:25][C:26]([CH3:29])([CH3:27])[CH3:28])=[O:24])[C:20]2[CH:30]=[C:31]([Cl:35])[C:32]([NH:34][C:8](=[O:10])[CH3:9])=[CH:33][C:19]=2[O:18]1)=[O:16], predict the reactants needed to synthesize it. (2) Given the product [C:24]([C:21]1[CH:22]=[CH:23][C:18]([C:15]2[CH:16]=[CH:17][C:12]([C@:2]3([NH:1][C:40](=[O:41])[C:39]4[CH:43]=[CH:44][C:36]([F:35])=[CH:37][CH:38]=4)[C:7]4=[N:8][CH:9]=[CH:10][CH:11]=[C:6]4[O:5][CH2:4][CH2:3]3)=[CH:13][CH:14]=2)=[CH:19][CH:20]=1)#[N:25], predict the reactants needed to synthesize it. The reactants are: [NH2:1][C@@:2]1([C:12]2[CH:17]=[CH:16][C:15]([C:18]3[CH:23]=[CH:22][C:21]([C:24]#[N:25])=[CH:20][CH:19]=3)=[CH:14][CH:13]=2)[C:7]2=[N:8][CH:9]=[CH:10][CH:11]=[C:6]2[O:5][CH2:4][CH2:3]1.CCN(C(C)C)C(C)C.[F:35][C:36]1[CH:44]=[CH:43][C:39]([C:40](Cl)=[O:41])=[CH:38][CH:37]=1. (3) Given the product [C:34]([OH:40])(=[O:39])[CH2:35][C:36]([OH:38])=[O:37].[CH3:5][C:6]1([CH3:33])[N:11]=[C:10]([NH:12][CH2:13][C:14]2[CH:19]=[CH:18][C:17]([O:20][CH3:21])=[CH:16][CH:15]=2)[NH:9][C:8]([NH:22][CH2:23][CH2:24][CH2:25][CH2:26][CH2:27][CH2:28][CH2:29][CH2:30][CH2:31][CH3:32])=[N:7]1, predict the reactants needed to synthesize it. The reactants are: C(O)(=O)C.[CH3:5][C:6]1([CH3:33])[N:11]=[C:10]([NH:12][CH2:13][C:14]2[CH:19]=[CH:18][C:17]([O:20][CH3:21])=[CH:16][CH:15]=2)[NH:9][C:8]([NH:22][CH2:23][CH2:24][CH2:25][CH2:26][CH2:27][CH2:28][CH2:29][CH2:30][CH2:31][CH3:32])=[N:7]1.[C:34]([OH:40])(=[O:39])[CH2:35][C:36]([OH:38])=[O:37]. (4) The reactants are: [CH2:1]([NH2:8])[C:2]1[CH:7]=[CH:6][CH:5]=[CH:4][CH:3]=1.Br[C:10]1[S:11][C:12]([C:15]([NH:17][C:18]2[CH:22]=[C:21]([C:23]3[CH:28]=[CH:27][C:26]([F:29])=[CH:25][CH:24]=3)[N:20](C(OC(C)(C)C)=O)[N:19]=2)=[O:16])=[CH:13][N:14]=1. Given the product [CH2:1]([NH:8][C:10]1[S:11][C:12]([C:15]([NH:17][C:18]2[CH:22]=[C:21]([C:23]3[CH:28]=[CH:27][C:26]([F:29])=[CH:25][CH:24]=3)[NH:20][N:19]=2)=[O:16])=[CH:13][N:14]=1)[C:2]1[CH:7]=[CH:6][CH:5]=[CH:4][CH:3]=1, predict the reactants needed to synthesize it. (5) Given the product [Br:34][C:35]1[CH:46]=[CH:45][C:38]2[C:39]([C:42]([N:18]([O:17][CH3:13])[CH3:19])=[O:43])=[N:40][S:41][C:37]=2[CH:36]=1, predict the reactants needed to synthesize it. The reactants are: CCN(C(C)C)C(C)C.CN([C:13]([O:17][N:18]1N=NC2C=CC=C[C:19]1=2)=[N+](C)C)C.F[P-](F)(F)(F)(F)F.[Br:34][C:35]1[CH:46]=[CH:45][C:38]2[C:39]([C:42](O)=[O:43])=[N:40][S:41][C:37]=2[CH:36]=1.Cl.CNOC. (6) Given the product [CH3:25][O:24][C:19]1[CH:20]=[CH:21][CH:22]=[CH:23][C:18]=1[O:17][C:9]1[N:8]([C:6]2[CH:5]=[CH:4][N:3]=[C:2]([NH:36][C:35]3[CH:34]=[CH:33][C:32]([N:29]4[CH2:30][CH2:31][O:26][CH2:27][CH2:28]4)=[CH:38][CH:37]=3)[N:7]=2)[C:12]2[CH:13]=[CH:14][CH:15]=[CH:16][C:11]=2[N:10]=1, predict the reactants needed to synthesize it. The reactants are: Cl[C:2]1[N:7]=[C:6]([N:8]2[C:12]3[CH:13]=[CH:14][CH:15]=[CH:16][C:11]=3[N:10]=[C:9]2[O:17][C:18]2[CH:23]=[CH:22][CH:21]=[CH:20][C:19]=2[O:24][CH3:25])[CH:5]=[CH:4][N:3]=1.[O:26]1[CH2:31][CH2:30][N:29]([C:32]2[CH:38]=[CH:37][C:35]([NH2:36])=[CH:34][CH:33]=2)[CH2:28][CH2:27]1.C1(P(C2C=CC=CC=2)C2C3OC4C(=CC=CC=4P(C4C=CC=CC=4)C4C=CC=CC=4)C(C)(C)C=3C=CC=2)C=CC=CC=1.C(=O)([O-])[O-].[Na+].[Na+].O. (7) Given the product [CH2:1]([O:8][C:9]1[CH:10]=[C:11]([CH:15]2[CH2:19][N:18]([C:20]3[CH:21]=[C:22]([CH:25]=[CH:26][CH:27]=3)[C:23]([NH2:24])=[O:29])[C:17](=[O:28])[CH2:16]2)[CH:12]=[CH:13][CH:14]=1)[C:2]1[CH:7]=[CH:6][CH:5]=[CH:4][CH:3]=1, predict the reactants needed to synthesize it. The reactants are: [CH2:1]([O:8][C:9]1[CH:10]=[C:11]([CH:15]2[CH2:19][N:18]([C:20]3[CH:21]=[C:22]([CH:25]=[CH:26][CH:27]=3)[C:23]#[N:24])[C:17](=[O:28])[CH2:16]2)[CH:12]=[CH:13][CH:14]=1)[C:2]1[CH:7]=[CH:6][CH:5]=[CH:4][CH:3]=1.[OH-:29].[Na+].OO.